Predict the product of the given reaction. From a dataset of Forward reaction prediction with 1.9M reactions from USPTO patents (1976-2016). (1) The product is: [N:20]1[CH:25]=[CH:24][CH:23]=[C:22]([C:2]2[CH:3]=[C:4]([N:7]3[CH2:11][C@:10]4([CH:16]5[CH2:17][CH2:18][N:13]([CH2:14][CH2:15]5)[CH2:12]4)[O:9][C:8]3=[O:19])[O:5][CH:6]=2)[CH:21]=1. Given the reactants Br[C:2]1[CH:3]=[C:4]([N:7]2[CH2:11][C@:10]3([CH:16]4[CH2:17][CH2:18][N:13]([CH2:14][CH2:15]4)[CH2:12]3)[O:9][C:8]2=[O:19])[O:5][CH:6]=1.[N:20]1[CH:25]=[CH:24][CH:23]=[C:22](B(O)O)[CH:21]=1, predict the reaction product. (2) Given the reactants [Br:1][C:2]1[CH:18]=[CH:17][C:5]2[C:6]3[N:7]([CH:11]=[C:12]([C:14]([OH:16])=O)[N:13]=3)[CH2:8][CH2:9][O:10][C:4]=2[CH:3]=1.[C:19]([NH:26][C:27]([S:29][CH3:30])=[NH:28])([O:21][C:22]([CH3:25])([CH3:24])[CH3:23])=[O:20].CN(C(ON1N=NC2C=CC=NC1=2)=[N+](C)C)C.F[P-](F)(F)(F)(F)F.CCN(C(C)C)C(C)C, predict the reaction product. The product is: [Br:1][C:2]1[CH:18]=[CH:17][C:5]2[C:6]3[N:7]([CH:11]=[C:12]([C:14]([N:28]=[C:27]([S:29][CH3:30])[NH:26][C:19]([O:21][C:22]([CH3:23])([CH3:24])[CH3:25])=[O:20])=[O:16])[N:13]=3)[CH2:8][CH2:9][O:10][C:4]=2[CH:3]=1. (3) Given the reactants [NH2:1][C:2]1[C:7]([C:8]#[N:9])=[C:6](Br)[N:5]=[C:4]([NH:11][C:12](=[O:14])[CH3:13])[CH:3]=1.C([O-])([O-])=O.[Na+].[Na+].[C:21]1(OB(O)O)[CH:26]=[CH:25][CH:24]=[CH:23][CH:22]=1, predict the reaction product. The product is: [NH2:1][C:2]1[C:7]([C:8]#[N:9])=[C:6]([C:21]2[CH:26]=[CH:25][CH:24]=[CH:23][CH:22]=2)[N:5]=[C:4]([NH:11][C:12](=[O:14])[CH3:13])[CH:3]=1.